From a dataset of Catalyst prediction with 721,799 reactions and 888 catalyst types from USPTO. Predict which catalyst facilitates the given reaction. (1) Reactant: [Br:1][C:2]1[C:11]([CH3:12])=[CH:10][CH:9]=[C:8]2[C:3]=1[CH:4]=[CH:5][C:6](=[O:13])[NH:7]2.[H-].[Na+].[C:16]([CH2:20]OS(C(F)(F)F)(=O)=O)([F:19])([F:18])[F:17]. Product: [Br:1][C:2]1[C:11]([CH3:12])=[CH:10][CH:9]=[C:8]2[C:3]=1[CH:4]=[CH:5][C:6](=[O:13])[N:7]2[CH2:20][C:16]([F:19])([F:18])[F:17]. The catalyst class is: 3. (2) Reactant: [CH3:1][N:2]1[CH2:7][CH2:6][NH:5][CH2:4][CH2:3]1.Cl.Cl[CH:10]([C:15]1[C:16](=[O:24])[C:17]([OH:23])=[C:18]([CH2:21][CH3:22])[NH:19][CH:20]=1)[C:11]([F:14])([F:13])[F:12]. Product: [CH2:21]([C:18]1[NH:19][CH:20]=[C:15]([CH:10]([N:5]2[CH2:6][CH2:7][N:2]([CH3:1])[CH2:3][CH2:4]2)[C:11]([F:14])([F:13])[F:12])[C:16](=[O:24])[C:17]=1[OH:23])[CH3:22]. The catalyst class is: 23. (3) Reactant: C(Cl)(=O)C(Cl)=O.CS(C)=O.[OH:11][C@@H:12]1[CH2:16][O:15][CH2:14][C@H:13]1[NH:17][C:18](=[O:24])[O:19][C:20]([CH3:23])([CH3:22])[CH3:21].C(N(CC)CC)C. Product: [O:11]=[C:12]1[CH2:16][O:15][CH2:14][CH:13]1[NH:17][C:18](=[O:24])[O:19][C:20]([CH3:22])([CH3:21])[CH3:23]. The catalyst class is: 20. (4) Reactant: Cl.Cl.[I:3][C:4]1[CH:5]=[N:6][C:7]([C:10]2([NH:13][C:14]([C:16]3([NH2:19])[CH2:18][CH2:17]3)=[O:15])[CH2:12][CH2:11]2)=[N:8][CH:9]=1.C(N(CC)CC)C.[C:27]([C:29]1[CH:57]=[CH:56][C:32]([CH2:33][C@@:34]2([CH3:55])[N:38]3[C:39]([C:42](Cl)=[O:43])=[CH:40][N:41]=[C:37]3[N:36]([C:45]3[CH:50]=[C:49]([Cl:51])[C:48]([F:52])=[C:47]([Cl:53])[CH:46]=3)[C:35]2=[O:54])=[CH:31][CH:30]=1)#[N:28]. Product: [I:3][C:4]1[CH:9]=[N:8][C:7]([C:10]2([NH:13][C:14]([C:16]3([NH:19][C:42]([C:39]4[N:38]5[C@@:34]([CH2:33][C:32]6[CH:31]=[CH:30][C:29]([C:27]#[N:28])=[CH:57][CH:56]=6)([CH3:55])[C:35](=[O:54])[N:36]([C:45]6[CH:46]=[C:47]([Cl:53])[C:48]([F:52])=[C:49]([Cl:51])[CH:50]=6)[C:37]5=[N:41][CH:40]=4)=[O:43])[CH2:18][CH2:17]3)=[O:15])[CH2:12][CH2:11]2)=[N:6][CH:5]=1. The catalyst class is: 1. (5) Reactant: [CH3:1][CH2:2][CH2:3][CH2:4][N:5]1[C@H:10]([C:11]([NH:13][C:14]2[C:15]([CH3:21])=[CH:16][CH:17]=[CH:18][C:19]=2[CH3:20])=[O:12])[CH2:9][CH2:8][CH2:7][CH2:6]1.C(C(C(C([O-])=O)O)O)([O-])=O.[OH-].[NH4+]. Product: [CH3:1][CH2:2][CH2:3][CH2:4][N:5]1[C@H:10]([C:11]([NH:13][C:14]2[C:15]([CH3:21])=[CH:16][CH:17]=[CH:18][C:19]=2[CH3:20])=[O:12])[CH2:9][CH2:8][CH2:7][CH2:6]1. The catalyst class is: 6. (6) Reactant: Cl.[Cl:2][C:3]1[C:4]([NH:13][C@H:14]2[CH2:19][CH2:18][CH2:17][N:16]([CH:20]3[CH2:25][CH2:24][NH:23][CH2:22][CH2:21]3)[C:15]2=[O:26])=[N:5][CH:6]=[C:7]([C:9]([F:12])([F:11])[F:10])[CH:8]=1.[Cl:27][C:28]1[CH:33]=[N:32][C:31](Cl)=[CH:30][N:29]=1.CCN(C(C)C)C(C)C. Product: [Cl:2][C:3]1[C:4]([NH:13][C@H:14]2[CH2:19][CH2:18][CH2:17][N:16]([CH:20]3[CH2:21][CH2:22][N:23]([C:31]4[CH:30]=[N:29][C:28]([Cl:27])=[CH:33][N:32]=4)[CH2:24][CH2:25]3)[C:15]2=[O:26])=[N:5][CH:6]=[C:7]([C:9]([F:12])([F:11])[F:10])[CH:8]=1. The catalyst class is: 3. (7) Reactant: [O:1]1[CH:5]=[CH:4][C:3]([C:6]2[CH:11]=[C:10]([CH3:12])[C:9]([OH:13])=[C:8]([CH3:14])[CH:7]=2)=[CH:2]1.CO. Product: [CH3:12][C:10]1[CH:11]=[C:6]([CH:3]2[CH2:4][CH2:5][O:1][CH2:2]2)[CH:7]=[C:8]([CH3:14])[C:9]=1[OH:13]. The catalyst class is: 457. (8) Reactant: [Br:1][C:2]1[CH:7]=[CH:6][C:5]([CH2:8]Br)=[C:4]([N+:10]([O-:12])=[O:11])[CH:3]=1.[F:13][C:14]1[C:19]([F:20])=[CH:18][CH:17]=[CH:16][C:15]=1[C:21]1[N:29]=[C:24]2[CH:25]=[N:26][NH:27][CH:28]=[C:23]2[N:22]=1.C(=O)([O-])[O-].[K+].[K+]. The catalyst class is: 3. Product: [Br:1][C:2]1[CH:7]=[CH:6][C:5]([CH2:8][N:26]2[CH:25]=[C:24]3[N:29]=[C:21]([C:15]4[CH:16]=[CH:17][CH:18]=[C:19]([F:20])[C:14]=4[F:13])[N:22]=[C:23]3[CH:28]=[N:27]2)=[C:4]([N+:10]([O-:12])=[O:11])[CH:3]=1. (9) Reactant: Br[CH2:2][C:3]([C:5]1[CH:10]=[CH:9][CH:8]=[CH:7][CH:6]=1)=O.[CH3:11][S:12][CH2:13][CH2:14][CH2:15][NH:16][C:17]([NH2:19])=[S:18].CN(C)C=O. Product: [CH3:11][S:12][CH2:13][CH2:14][CH2:15][NH:16][C:17]1[S:18][CH:2]=[C:3]([C:5]2[CH:10]=[CH:9][CH:8]=[CH:7][CH:6]=2)[N:19]=1. The catalyst class is: 6.